This data is from Reaction yield outcomes from USPTO patents with 853,638 reactions. The task is: Predict the reaction yield, written as a fraction of the theoretical maximum amount of product (1.0 means a 100% yield; for example, 0.34 means a 34% yield). (1) The reactants are [Cl:1][C:2]1[CH:7]=[CH:6][CH:5]=[C:4]([Cl:8])[C:3]=1[C:9]1[CH:14]=[C:13]([F:15])[CH:12]=[C:11]([O:16][CH2:17][C@H:18]2[CH2:20][O:19]2)[C:10]=1[O:21]C.Br. The catalyst is C(O)(=O)C. The product is [Cl:8][C:4]1[CH:5]=[CH:6][CH:7]=[C:2]([Cl:1])[C:3]=1[C:9]1[C:10]2[O:21][C@@H:18]([CH2:20][OH:19])[CH2:17][O:16][C:11]=2[CH:12]=[C:13]([F:15])[CH:14]=1. The yield is 0.780. (2) The reactants are [CH3:1][N:2]([CH3:39])[C:3]1[N:8]=[C:7]([CH2:9][C:10]2[CH:15]=[CH:14][C:13]([F:16])=[CH:12][CH:11]=2)[C:6]([N:17]([C:25]2[CH:30]=[CH:29][C:28]([O:31][C:32]3[CH:37]=[CH:36][C:35]([F:38])=[CH:34][N:33]=3)=[CH:27][CH:26]=2)C(OC(C)(C)C)=O)=[CH:5][N:4]=1.C(=O)([O-])O.[Na+]. The catalyst is O1CCOCC1.Cl. The product is [CH3:39][N:2]([CH3:1])[C:3]1[N:8]=[C:7]([CH2:9][C:10]2[CH:11]=[CH:12][C:13]([F:16])=[CH:14][CH:15]=2)[C:6]([NH:17][C:25]2[CH:30]=[CH:29][C:28]([O:31][C:32]3[CH:37]=[CH:36][C:35]([F:38])=[CH:34][N:33]=3)=[CH:27][CH:26]=2)=[CH:5][N:4]=1. The yield is 0.640. (3) The reactants are [OH:1][CH2:2][CH:3]([CH2:5][OH:6])[OH:4].[C:7](Cl)(=[O:17])[CH2:8][CH2:9][CH2:10][CH2:11][CH2:12][CH2:13][CH2:14][CH2:15][CH3:16]. The catalyst is N1C=CC=CC=1. The product is [C:7]([O:1][CH2:2][CH:3]([OH:4])[CH2:5][O:6][C:7](=[O:17])[CH2:8][CH2:9][CH2:10][CH2:11][CH2:12][CH2:13][CH2:14][CH2:15][CH3:16])(=[O:17])[CH2:8][CH2:9][CH2:10][CH2:11][CH2:12][CH2:13][CH2:14][CH2:15][CH3:16]. The yield is 0.100. (4) The reactants are C[C:2]1[C:3]([Cl:12])=[C:4]([C:8]([F:11])=[CH:9][CH:10]=1)[C:5]([OH:7])=[O:6].OS(O)(=O)=O.[N+:18]([O-])([OH:20])=[O:19]. No catalyst specified. The product is [Cl:12][C:3]1[C:2]([N+:18]([O-:20])=[O:19])=[CH:10][CH:9]=[C:8]([F:11])[C:4]=1[C:5]([OH:7])=[O:6]. The yield is 0.900. (5) The reactants are [F:1][C:2]1[CH:7]=[CH:6][CH:5]=[CH:4][C:3]=1[N:8]1[C:12]2=[N:13][C:14](Cl)=[CH:15][CH:16]=[C:11]2[N:10]=[N:9]1.FC1C=CC=CC=1N.[OH-].[Na+].C(O)(=O)CC(CC(O)=O)(C(O)=O)[OH:31]. The catalyst is CS(C)=O.O. The product is [F:1][C:2]1[CH:7]=[CH:6][CH:5]=[CH:4][C:3]=1[N:8]1[C:12]2=[N:13][C:14]([OH:31])=[CH:15][CH:16]=[C:11]2[N:10]=[N:9]1. The yield is 0.860. (6) The reactants are [F:1][C:2]([F:17])([F:16])[C:3]1[CH:4]=[CH:5][C:6]([S:9][CH2:10][CH2:11][CH2:12][C:13]([OH:15])=O)=[N:7][CH:8]=1.[CH3:18][O:19][C:20]1[CH:28]=[CH:27][CH:26]=[CH:25][C:21]=1[CH2:22][NH:23][CH3:24]. No catalyst specified. The product is [CH3:18][O:19][C:20]1[CH:28]=[CH:27][CH:26]=[CH:25][C:21]=1[CH2:22][N:23]([CH3:24])[C:13](=[O:15])[CH2:12][CH2:11][CH2:10][S:9][C:6]1[CH:5]=[CH:4][C:3]([C:2]([F:1])([F:17])[F:16])=[CH:8][N:7]=1. The yield is 0.790.